Dataset: Full USPTO retrosynthesis dataset with 1.9M reactions from patents (1976-2016). Task: Predict the reactants needed to synthesize the given product. (1) Given the product [CH:28]1([S:34][CH2:15][CH2:16][S:17]([O:1][N:2]2[C:11](=[O:12])[CH:10]3[CH:5]([CH:6]4[CH2:13][CH:9]3[CH:8]=[CH:7]4)[C:3]2=[O:4])(=[O:19])=[O:18])[CH2:33][CH2:32][CH2:31][CH2:30][CH2:29]1, predict the reactants needed to synthesize it. The reactants are: [OH:1][N:2]1[C:11](=[O:12])[CH:10]2[CH:5]([CH:6]3[CH2:13][CH:9]2[CH:8]=[CH:7]3)[C:3]1=[O:4].Cl[CH2:15][CH2:16][S:17](Cl)(=[O:19])=[O:18].C(N(CC)CC)C.[CH:28]1([SH:34])[CH2:33][CH2:32][CH2:31][CH2:30][CH2:29]1. (2) Given the product [N:21]1[CH:20]=[CH:19][CH:18]=[N:17][C:16]=1[N:10]1[CH2:15][CH2:14][N:13]([CH2:22][C:3]2[C:4]3[C:5](=[N:6][CH:7]=[CH:8][CH:9]=3)[NH:1][CH:2]=2)[CH2:12][CH2:11]1, predict the reactants needed to synthesize it. The reactants are: [NH:1]1[C:5]2=[N:6][CH:7]=[CH:8][CH:9]=[C:4]2[CH:3]=[CH:2]1.[N:10]1([C:16]2[N:21]=[CH:20][CH:19]=[CH:18][N:17]=2)[CH2:15][CH2:14][NH:13][CH2:12][CH2:11]1.[C:22]([O-])(=O)C.[Na+].C=O. (3) Given the product [CH2:1]1[C:10]2[C:5](=[CH:6][CH:7]=[CH:8][CH:9]=2)[CH2:4][CH2:3][N:2]1[CH2:11][CH:12]([OH:41])[CH2:13][NH:14][C:15](=[O:40])[CH2:16][O:17][C:18]1[CH:19]=[C:20]2[C:24](=[CH:25][CH:26]=1)[N:23]([CH:27]1[CH2:32][CH2:31][NH:30][CH2:29][CH2:28]1)[N:22]=[CH:21]2, predict the reactants needed to synthesize it. The reactants are: [CH2:1]1[C:10]2[C:5](=[CH:6][CH:7]=[CH:8][CH:9]=2)[CH2:4][CH2:3][N:2]1[CH2:11][CH:12]([OH:41])[CH2:13][NH:14][C:15](=[O:40])[CH2:16][O:17][C:18]1[CH:19]=[C:20]2[C:24](=[CH:25][CH:26]=1)[N:23]([CH:27]1[CH2:32][CH2:31][N:30](C(OC(C)(C)C)=O)[CH2:29][CH2:28]1)[N:22]=[CH:21]2. (4) Given the product [CH2:9]([O:8][C:4]1[CH:5]=[N:6][CH:7]=[C:2]([Br:1])[CH:3]=1)[C:10]1[CH:15]=[CH:14][CH:13]=[CH:12][CH:11]=1, predict the reactants needed to synthesize it. The reactants are: [Br:1][C:2]1[CH:3]=[C:4]([OH:8])[CH:5]=[N:6][CH:7]=1.[CH2:9](Br)[C:10]1[CH:15]=[CH:14][CH:13]=[CH:12][CH:11]=1. (5) Given the product [N+:41](/[C:9](=[CH:10]/[CH2:11]/[CH:12]=[CH:13]\[CH2:14]/[CH:15]=[CH:16]\[CH2:17][CH3:18])/[CH2:8][CH2:7][CH2:6][CH2:5][CH2:4][CH2:3][CH2:2][C:1]([OH:20])=[O:19])([O-:43])=[O:42], predict the reactants needed to synthesize it. The reactants are: [C:1]([OH:20])(=[O:19])[CH2:2][CH2:3][CH2:4][CH2:5][CH2:6][CH2:7][CH2:8]/[CH:9]=[CH:10]\[CH2:11]/[CH:12]=[CH:13]\[CH2:14]/[CH:15]=[CH:16]\[CH2:17][CH3:18].[C:1]([OH:20])(=[O:19])[CH2:2][CH2:3][CH2:4][CH2:5][CH2:6][CH2:7][CH2:8]/[CH:9]=[CH:10]\[CH2:11]/[CH:12]=[CH:13]\[CH2:14]/[CH:15]=[CH:16]\[CH2:17][CH3:18].[N+:41](/C(/C/C=C\C/C=C\CC)=C/CCCCCCCC(O)=O)([O-:43])=[O:42]. (6) Given the product [CH2:11]([C:9]1[N:8]([CH2:14][C:15]2[CH:16]=[CH:17][C:18]([C:21]3[CH:26]=[CH:25][CH:24]=[CH:23][C:22]=3[C:27]3[N:31]([C:32]([C:45]4[CH:46]=[CH:47][CH:48]=[CH:49][CH:50]=4)([C:39]4[CH:40]=[CH:41][CH:42]=[CH:43][CH:44]=4)[C:33]4[CH:38]=[CH:37][CH:36]=[CH:35][CH:34]=4)[N:30]=[N:29][N:28]=3)=[CH:19][CH:20]=2)[N:7]=[C:6]([C:4]([OH:5])=[O:3])[CH:10]=1)[CH2:12][CH3:13], predict the reactants needed to synthesize it. The reactants are: C([O:3][C:4]([C:6]1[CH:10]=[C:9]([CH2:11][CH2:12][CH3:13])[N:8]([CH2:14][C:15]2[CH:20]=[CH:19][C:18]([C:21]3[CH:26]=[CH:25][CH:24]=[CH:23][C:22]=3[C:27]3[N:31]([C:32]([C:45]4[CH:50]=[CH:49][CH:48]=[CH:47][CH:46]=4)([C:39]4[CH:44]=[CH:43][CH:42]=[CH:41][CH:40]=4)[C:33]4[CH:38]=[CH:37][CH:36]=[CH:35][CH:34]=4)[N:30]=[N:29][N:28]=3)=[CH:17][CH:16]=2)[N:7]=1)=[O:5])C.C1COCC1.O. (7) Given the product [Cl:43][C:23]1[C:22]2[C:27](=[CH:28][CH:29]=[C:20]([C:5]([C:12]3[C:13]([CH3:19])=[N:14][C:15]([CH3:18])=[CH:16][CH:17]=3)([C:6]3[N:10]([CH3:11])[N:9]=[N:8][CH:7]=3)[NH2:44])[CH:21]=2)[N:26]=[C:25]([O:30][CH3:31])[C:24]=1[CH2:32][C:33]1[CH:34]=[CH:35][C:36]([C:39]([F:42])([F:40])[F:41])=[CH:37][CH:38]=1, predict the reactants needed to synthesize it. The reactants are: C(O[C@@:5]([C:20]1[CH:21]=[C:22]2[C:27](=[CH:28][CH:29]=1)[N:26]=[C:25]([O:30][CH3:31])[C:24]([CH2:32][C:33]1[CH:38]=[CH:37][C:36]([C:39]([F:42])([F:41])[F:40])=[CH:35][CH:34]=1)=[C:23]2[Cl:43])([C:12]1[C:13]([CH3:19])=[N:14][C:15]([CH3:18])=[CH:16][CH:17]=1)[C:6]1[N:10]([CH3:11])[N:9]=[N:8][CH:7]=1)(=O)C.[NH3:44].CO. (8) Given the product [OH:37][C:36]1[CH:35]=[CH:34][C:31]([CH2:32][NH:33][C:12]([C:9]2[CH:10]=[C:11]3[C:6]([CH:5]=[CH:4][N:3]([CH2:15][C:16]4[CH:17]=[CH:18][C:19]([C:22]5[N:26]=[N:25][NH:24][N:23]=5)=[CH:20][CH:21]=4)[C:2]3=[O:1])=[CH:7][CH:8]=2)=[O:13])=[CH:30][C:29]=1[O:28][CH3:27], predict the reactants needed to synthesize it. The reactants are: [O:1]=[C:2]1[C:11]2[C:6](=[CH:7][CH:8]=[C:9]([C:12](O)=[O:13])[CH:10]=2)[CH:5]=[CH:4][N:3]1[CH2:15][C:16]1[CH:21]=[CH:20][C:19]([C:22]2[N:23]=[N:24][NH:25][N:26]=2)=[CH:18][CH:17]=1.[CH3:27][O:28][C:29]1[CH:30]=[C:31]([CH:34]=[CH:35][C:36]=1[OH:37])[CH2:32][NH2:33].Cl.